Dataset: Forward reaction prediction with 1.9M reactions from USPTO patents (1976-2016). Task: Predict the product of the given reaction. (1) Given the reactants [N:1]([C:4]1[CH:11]=[CH:10][C:7]([C:8]#[N:9])=[C:6]([C:12]([F:15])([F:14])[F:13])[CH:5]=1)=[C:2]=[O:3].[NH2:16][C:17]1([C:20]([OH:22])=[O:21])[CH2:19][CH2:18]1.[OH-].[Na+], predict the reaction product. The product is: [C:8]([C:7]1[CH:10]=[CH:11][C:4]([NH:1][C:2]([NH:16][C:17]2([C:20]([OH:22])=[O:21])[CH2:19][CH2:18]2)=[O:3])=[CH:5][C:6]=1[C:12]([F:13])([F:14])[F:15])#[N:9]. (2) Given the reactants [Cl:1][C:2]1[CH:3]=[C:4]([NH:8][C:9]2[CH:14]=[C:13]([NH:15][C:16]3[CH:17]=[C:18]([CH:34]=[CH:35][CH:36]=3)[C:19]([N:21]3[CH2:26][CH2:25][N:24](C(OC(C)(C)C)=O)[CH2:23][CH2:22]3)=[O:20])[N:12]3[N:37]=[CH:38][C:39]([CH:40]=[C:41]4[C:45](=[O:46])[NH:44][C:43](=[O:47])[NH:42]4)=[C:11]3[N:10]=2)[CH:5]=[CH:6][CH:7]=1, predict the reaction product. The product is: [Cl:1][C:2]1[CH:3]=[C:4]([NH:8][C:9]2[CH:14]=[C:13]([NH:15][C:16]3[CH:36]=[CH:35][CH:34]=[C:18]([C:19]([N:21]4[CH2:22][CH2:23][NH:24][CH2:25][CH2:26]4)=[O:20])[CH:17]=3)[N:12]3[N:37]=[CH:38][C:39]([CH:40]=[C:41]4[NH:42][C:43](=[O:47])[NH:44][C:45]4=[O:46])=[C:11]3[N:10]=2)[CH:5]=[CH:6][CH:7]=1. (3) Given the reactants [CH3:1][C:2]1[CH:3]=[C:4]([CH:8]=[CH:9][C:10]=1[C:11]([N:13]1[CH2:17][CH2:16][CH2:15][CH2:14]1)=[O:12])[C:5]([OH:7])=O.CN(C(ON1N=NC2C=CC=CC1=2)=[N+](C)C)C.[B-](F)(F)(F)F.C(N(C(C)C)CC)(C)C.[Cl:49][C:50]1[CH:64]=[CH:63][C:53]2[NH:54][C:55]([C@@H:57]([NH2:62])[CH2:58][CH2:59][S:60][CH3:61])=[N:56][C:52]=2[CH:51]=1.ClCl, predict the reaction product. The product is: [Cl:49][C:50]1[CH:64]=[CH:63][C:53]2[NH:54][C:55]([C@@H:57]([NH:62][C:5](=[O:7])[C:4]3[CH:8]=[CH:9][C:10]([C:11]([N:13]4[CH2:17][CH2:16][CH2:15][CH2:14]4)=[O:12])=[C:2]([CH3:1])[CH:3]=3)[CH2:58][CH2:59][S:60][CH3:61])=[N:56][C:52]=2[CH:51]=1. (4) Given the reactants [H-].[Na+].[CH3:3][S:4]([NH2:7])(=[O:6])=[O:5].[Cl:8][C:9]1[CH:10]=[C:11]2[C:16](=[C:17]([C:19](O)=[O:20])[CH:18]=1)[NH:15][CH:14]([C:22]1[CH:27]=[CH:26][CH:25]=[C:24]([N:28]3[CH2:33][CH2:32][O:31][CH2:30][CH2:29]3)[CH:23]=1)[CH2:13][C:12]2([CH3:35])[CH3:34].C(N1C=CN=C1)(N1C=CN=C1)=O, predict the reaction product. The product is: [Cl:8][C:9]1[CH:10]=[C:11]2[C:16](=[C:17]([C:19]([NH:7][S:4]([CH3:3])(=[O:6])=[O:5])=[O:20])[CH:18]=1)[NH:15][CH:14]([C:22]1[CH:27]=[CH:26][CH:25]=[C:24]([N:28]3[CH2:33][CH2:32][O:31][CH2:30][CH2:29]3)[CH:23]=1)[CH2:13][C:12]2([CH3:35])[CH3:34]. (5) Given the reactants [N:1]([CH2:4][C:5]([C:7]1[CH:12]=[CH:11][CH:10]=[CH:9][CH:8]=1)=[O:6])=[N+:2]=[N-].C1(P(C2C=CC=CC=2)CCC(ON2C(=O)CCC2=O)=O)C=CC=CC=1, predict the reaction product. The product is: [N+:1](=[CH:4][C:5]([C:7]1[CH:12]=[CH:11][CH:10]=[CH:9][CH:8]=1)=[O:6])=[N-:2]. (6) Given the reactants [CH3:1][O:2][C:3]1[C:7]([N+:8]([O-:10])=[O:9])=[CH:6][NH:5][N:4]=1.[C:11]([O:15][C:16]([N:18]1[CH2:22][CH2:21][CH:20](O)C1)=[O:17])([CH3:14])([CH3:13])[CH3:12].N(C(OCC)=O)=NC(OCC)=O, predict the reaction product. The product is: [CH3:1][O:2][C:3]1[C:7]([N+:8]([O-:10])=[O:9])=[CH:6][N:5]([CH:21]2[CH2:22][N:18]([C:16]([O:15][C:11]([CH3:12])([CH3:13])[CH3:14])=[O:17])[CH2:20]2)[N:4]=1. (7) Given the reactants Br[C:2]1[CH:7]=[CH:6][C:5]([C:8]2[N:9]([C:24]3[CH:29]=[CH:28][C:27]([Cl:30])=[CH:26][CH:25]=3)[C:10](=[O:23])[C:11]3[N:12]=[CH:13][N:14]([C:17]4[CH:22]=[CH:21][CH:20]=[CH:19][CH:18]=4)[C:15]=3[N:16]=2)=[CH:4][CH:3]=1.[B:31]1([B:31]2[O:35][C:34]([CH3:37])([CH3:36])[C:33]([CH3:39])([CH3:38])[O:32]2)[O:35][C:34]([CH3:37])([CH3:36])[C:33]([CH3:39])([CH3:38])[O:32]1.CC([O-])=O.[K+], predict the reaction product. The product is: [Cl:30][C:27]1[CH:26]=[CH:25][C:24]([N:9]2[C:10](=[O:23])[C:11]3[N:12]=[CH:13][N:14]([C:17]4[CH:18]=[CH:19][CH:20]=[CH:21][CH:22]=4)[C:15]=3[N:16]=[C:8]2[C:5]2[CH:4]=[CH:3][C:2]([B:31]3[O:35][C:34]([CH3:37])([CH3:36])[C:33]([CH3:39])([CH3:38])[O:32]3)=[CH:7][CH:6]=2)=[CH:29][CH:28]=1.